From a dataset of Retrosynthesis with 50K atom-mapped reactions and 10 reaction types from USPTO. Predict the reactants needed to synthesize the given product. (1) Given the product CCOC(=O)C(C1CCN(C(=O)OC(C)(C)C)CC1)N1CC=C(B2OC(C)(C)C(C)(C)O2)CC1, predict the reactants needed to synthesize it. The reactants are: CC1(C)OB(B2OC(C)(C)C(C)(C)O2)OC1(C)C.CCOC(=O)C(C1CCN(C(=O)OC(C)(C)C)CC1)N1CC=C(OS(=O)(=O)C(F)(F)F)CC1. (2) Given the product CC1(C)[C@H](c2ccc(C#N)cc2F)n2cncc2[C@@]1(O)c1ccc(F)cc1, predict the reactants needed to synthesize it. The reactants are: CC1(C)C(=O)c2cncn2[C@H]1c1ccc(C#N)cc1F.Fc1ccc([Mg+])cc1.